Predict which catalyst facilitates the given reaction. From a dataset of Catalyst prediction with 721,799 reactions and 888 catalyst types from USPTO. Reactant: [CH3:1][O:2][C:3]([C:5]1[N:6]([C:10]([C:21]([O:23]C(C)(C)C)=[O:22])([CH3:20])[CH2:11][C:12]2[CH:17]=[CH:16][C:15]([F:18])=[C:14]([Cl:19])[CH:13]=2)[CH:7]=[CH:8][CH:9]=1)=[O:4].FC(F)(F)C(O)=O. Product: [CH3:1][O:2][C:3]([C:5]1[N:6]([C:10]([C:21]([OH:23])=[O:22])([CH3:20])[CH2:11][C:12]2[CH:17]=[CH:16][C:15]([F:18])=[C:14]([Cl:19])[CH:13]=2)[CH:7]=[CH:8][CH:9]=1)=[O:4]. The catalyst class is: 426.